This data is from Full USPTO retrosynthesis dataset with 1.9M reactions from patents (1976-2016). The task is: Predict the reactants needed to synthesize the given product. Given the product [Cl:25][C:26]1[CH:31]=[CH:30][C:29]([NH:32][C:33]([N:15]2[CH2:16][CH2:17][N:12]([C:10]3[S:9][N:8]=[C:7]([C:1]4[CH:2]=[CH:3][CH:4]=[CH:5][CH:6]=4)[N:11]=3)[CH2:13][CH2:14]2)=[O:34])=[CH:28][CH:27]=1, predict the reactants needed to synthesize it. The reactants are: [C:1]1([C:7]2[N:11]=[C:10]([N:12]3[CH2:17][CH2:16][NH:15][CH2:14][CH2:13]3)[S:9][N:8]=2)[CH:6]=[CH:5][CH:4]=[CH:3][CH:2]=1.C(N(CC)CC)C.[Cl:25][C:26]1[CH:31]=[CH:30][C:29]([N:32]=[C:33]=[O:34])=[CH:28][CH:27]=1.